Predict the reactants needed to synthesize the given product. From a dataset of Full USPTO retrosynthesis dataset with 1.9M reactions from patents (1976-2016). (1) Given the product [C:30]([N:14]([CH2:15][C:16]1[CH:17]=[C:18]([C:26]([F:29])([F:28])[F:27])[CH:19]=[C:20]([C:22]([F:25])([F:23])[F:24])[CH:21]=1)[CH:10]1[CH2:11][CH2:12][CH2:13][N:7]([C:5]([O:4][CH:1]([CH3:3])[CH3:2])=[O:6])[C:8]2[CH:36]=[C:35]([OH:37])[CH:34]=[CH:33][C:9]1=2)(=[O:32])[CH3:31], predict the reactants needed to synthesize it. The reactants are: [CH:1]([O:4][C:5]([N:7]1[CH2:13][CH2:12][CH2:11][CH:10]([N:14]([C:30](=[O:32])[CH3:31])[CH2:15][C:16]2[CH:21]=[C:20]([C:22]([F:25])([F:24])[F:23])[CH:19]=[C:18]([C:26]([F:29])([F:28])[F:27])[CH:17]=2)[C:9]2[CH:33]=[CH:34][C:35]([O:37]CC3C=CC=CC=3)=[CH:36][C:8]1=2)=[O:6])([CH3:3])[CH3:2]. (2) Given the product [F:28][CH:26]([F:27])[C:21]1[CH:20]=[C:19]([C:8]2([C:6]3[CH:5]=[CH:4][N:3]=[C:2]([C:33]4[CH:34]=[N:29][CH:30]=[N:31][CH:32]=4)[CH:7]=3)[C:16]3[C:11](=[C:12]([F:17])[CH:13]=[CH:14][CH:15]=3)[C:10]([NH2:18])=[N:9]2)[CH:24]=[C:23]([CH3:25])[N:22]=1, predict the reactants needed to synthesize it. The reactants are: Cl[C:2]1[CH:7]=[C:6]([C:8]2([C:19]3[CH:24]=[C:23]([CH3:25])[N:22]=[C:21]([CH:26]([F:28])[F:27])[CH:20]=3)[C:16]3[C:11](=[C:12]([F:17])[CH:13]=[CH:14][CH:15]=3)[C:10]([NH2:18])=[N:9]2)[CH:5]=[CH:4][N:3]=1.[N:29]1[CH:34]=[C:33](B(O)O)[CH:32]=[N:31][CH:30]=1.C(=O)([O-])[O-].[Na+].[Na+]. (3) The reactants are: [CH3:1][O:2][C:3]([C:5]1([CH:13]=O)[CH2:8][CH:7]([CH2:9][CH2:10][CH2:11][CH3:12])[CH2:6]1)=[O:4].C([O-])(=O)C.[Na+].Cl.[CH2:21]([O:28][NH2:29])[C:22]1[CH:27]=[CH:26][CH:25]=[CH:24][CH:23]=1. Given the product [CH3:1][O:2][C:3]([C:5]1([CH:13]=[N:29][O:28][CH2:21][C:22]2[CH:27]=[CH:26][CH:25]=[CH:24][CH:23]=2)[CH2:6][CH:7]([CH2:9][CH2:10][CH2:11][CH3:12])[CH2:8]1)=[O:4], predict the reactants needed to synthesize it. (4) Given the product [Br:3][C:4]1[CH:5]=[CH:6][C:7]([N:10]([CH3:16])[C:11](=[O:13])[CH3:12])=[CH:8][CH:9]=1, predict the reactants needed to synthesize it. The reactants are: [H-].[Na+].[Br:3][C:4]1[CH:9]=[CH:8][C:7]([NH:10][C:11](=[O:13])[CH3:12])=[CH:6][CH:5]=1.CI.[C:16](=O)([O-])O.[Na+].